Dataset: Full USPTO retrosynthesis dataset with 1.9M reactions from patents (1976-2016). Task: Predict the reactants needed to synthesize the given product. (1) Given the product [Cl:10][C:11]1[C:15]([Cl:16])=[C:14]([Cl:17])[S:13][C:12]=1[S:18]([NH:9][C:4]1[C:3]([O:2][CH3:1])=[N:8][CH:7]=[CH:6][N:5]=1)(=[O:20])=[O:19], predict the reactants needed to synthesize it. The reactants are: [CH3:1][O:2][C:3]1[C:4]([NH2:9])=[N:5][CH:6]=[CH:7][N:8]=1.[Cl:10][C:11]1[C:15]([Cl:16])=[C:14]([Cl:17])[S:13][C:12]=1[S:18](Cl)(=[O:20])=[O:19].CC(C)([O-])C.[K+].Cl. (2) Given the product [Cl:1][C:2]1[CH:3]=[C:21]([CH:7]=[CH:8][C:9]=1[N:10]1[CH2:14][CH2:13][CH:12]([N:15]([CH3:17])[CH3:16])[CH2:11]1)[C:20]([OH:18])=[O:22], predict the reactants needed to synthesize it. The reactants are: [Cl:1][C:2]1[CH:3]=C([CH:7]=[CH:8][C:9]=1[N:10]1[CH2:14][CH2:13][CH:12]([N:15]([CH3:17])[CH3:16])[CH2:11]1)C#N.[OH-:18].[Na+].[CH2:20]([OH:22])[CH3:21]. (3) Given the product [F:1][C:2]1[CH:9]=[CH:8][C:5]([CH2:6][O:7][C:13]2[N:14]=[N:15][CH:16]=[C:17]3[C:21]([CH3:22])=[C:20]([CH3:23])[N:19]([CH2:24][C@H:25]4[CH2:27][C@@H:26]4[CH3:28])[C:18]=23)=[CH:4][CH:3]=1, predict the reactants needed to synthesize it. The reactants are: [F:1][C:2]1[CH:9]=[CH:8][C:5]([CH2:6][OH:7])=[CH:4][CH:3]=1.[H-].[Na+].Cl[C:13]1[N:14]=[N:15][CH:16]=[C:17]2[C:21]([CH3:22])=[C:20]([CH3:23])[N:19]([CH2:24][C@H:25]3[CH2:27][C@@H:26]3[CH3:28])[C:18]=12.O.